From a dataset of Experimentally validated miRNA-target interactions with 360,000+ pairs, plus equal number of negative samples. Binary Classification. Given a miRNA mature sequence and a target amino acid sequence, predict their likelihood of interaction. The miRNA is hsa-miR-6849-3p with sequence ACCAGCCUGUGUCCACCUCCAG. The protein sequence of the target gene is MAVAELYTQYNRVWIPDPEEVWKSAEIAKDYRVGDKVLRLLLEDGTELDYSVNPESLPPLRNPDILVGENDLTALSYLHEPAVLHNLRIRFAESKLIYTYSGIILVAMNPYKQLPIYGDAIIHAYSGQNMGDMDPHIFAVAEEAYKQMARNNRNQSIIVSGESGAGKTVSARYAMRYFATVSKSGSNAHVEDKVLASNPITEAVGNAKTTRNDNSSRFGKYTEISFDEQNQIIGANMSTYLLEKSRVVFQSENERNYHIFYQLCASAQQSEFKHLKLGSAEEFNYTRMGGNTVIEGVNDR.... Result: 1 (interaction).